From a dataset of Forward reaction prediction with 1.9M reactions from USPTO patents (1976-2016). Predict the product of the given reaction. (1) The product is: [Cl:1][C:2]1[CH:7]=[CH:6][CH:5]=[CH:4][C:3]=1[C:8](=[O:17])[C:9]([C:10]1[CH:11]=[CH:12][C:13]([Cl:16])=[CH:14][CH:15]=1)=[CH:18][N:19]([CH3:21])[CH3:20]. Given the reactants [Cl:1][C:2]1[CH:7]=[CH:6][CH:5]=[CH:4][C:3]=1[C:8](=[O:17])[CH2:9][C:10]1[CH:15]=[CH:14][C:13]([Cl:16])=[CH:12][CH:11]=1.[CH3:18][N:19]([CH:21]=O)[CH3:20], predict the reaction product. (2) Given the reactants Cl[C:2]1[N:3]=[C:4](C)[N:5]([CH2:8][C:9]2[S:24][C:12]3[N:13]([CH2:20][CH:21]([CH3:23])[CH3:22])[C:14](=[O:19])[N:15]([CH3:18])[C:16](=[O:17])[C:11]=3[C:10]=2[C:25](N2C[C@H](O)CO2)=[O:26])[C:6]=1Cl.ClC1N[C:37]2C=C[CH:41]=[CH:40][C:38]=2N=1.[C:44](=O)([O-])[O-:45].[K+].[K+].CN(C=O)C.[OH2:55], predict the reaction product. The product is: [O:55]=[C:4]1[N:5]([CH2:8][C:9]2[S:24][C:12]3[N:13]([CH2:20][CH:21]([CH3:23])[CH3:22])[C:14](=[O:19])[N:15]([CH3:18])[C:16](=[O:17])[C:11]=3[C:10]=2[C:25]([O:45][CH3:44])=[O:26])[C:6]2[CH:37]=[CH:38][CH:40]=[CH:41][C:2]=2[NH:3]1. (3) Given the reactants [I-].C[S+](C)C.[CH2:6]([O:8][CH:9]([CH2:23][CH3:24])[CH2:10][CH2:11][CH2:12][CH2:13][CH:14]1[CH2:22][CH2:21][CH:20]2[CH:15]1[CH2:16][C:17]12[CH2:19][O:18]1)[CH3:7].[I-].[Li+], predict the reaction product. The product is: [CH2:6]([O:8][CH:9]([CH2:23][CH3:24])[CH2:10][CH2:11][CH2:12][CH2:13][CH:14]1[CH2:22][CH2:21][CH:20]2[CH:15]1[CH2:16][C:19](=[O:18])[CH2:17]2)[CH3:7]. (4) Given the reactants [OH:1][CH2:2][C:3]1[CH:13]=[CH:12][C:6]([O:7][CH2:8][C:9]([OH:11])=O)=[CH:5][CH:4]=1.[OH:14][C:15]([C:35]1[S:36][CH:37]=[CH:38][CH:39]=1)([C:30]1[S:31][CH:32]=[CH:33][CH:34]=1)[C:16]([O:18][C@H:19]1[CH2:24][CH2:23][C@H:22]([N:25]([CH2:27][CH2:28][NH2:29])[CH3:26])[CH2:21][CH2:20]1)=[O:17].CN(C(ON1N=NC2C=CC=CC1=2)=[N+](C)C)C.F[P-](F)(F)(F)(F)F.CCN(C(C)C)C(C)C, predict the reaction product. The product is: [OH:14][C:15]([C:30]1[S:31][CH:32]=[CH:33][CH:34]=1)([C:35]1[S:36][CH:37]=[CH:38][CH:39]=1)[C:16]([O:18][C@H:19]1[CH2:20][CH2:21][C@H:22]([N:25]([CH2:27][CH2:28][NH:29][C:9](=[O:11])[CH2:8][O:7][C:6]2[CH:5]=[CH:4][C:3]([CH2:2][OH:1])=[CH:13][CH:12]=2)[CH3:26])[CH2:23][CH2:24]1)=[O:17]. (5) Given the reactants C(=O)([O-])[O-].[K+].[K+].[NH:7]1[CH2:11][CH2:10][CH2:9][CH2:8]1.[CH2:12]1C[O:15][CH2:14][CH2:13]1.BrCCCO, predict the reaction product. The product is: [OH:15][CH2:14][CH2:13][CH2:12][N:7]1[CH2:11][CH2:10][CH2:9][CH2:8]1. (6) Given the reactants CS(O)(=O)=O.[CH3:6][C:7]1[N:8]=[C:9]([CH:26]=[O:27])[N:10]([CH2:18][CH2:19][C:20]2[CH:25]=[CH:24][CH:23]=[CH:22][CH:21]=2)[C:11]=1[C:12]1[CH:17]=[CH:16][CH:15]=[CH:14][CH:13]=1.C([O-])([O-])=O.[Na+].[Na+], predict the reaction product. The product is: [CH3:6][C:7]1[N:8]=[C:9]2[N:10]([CH2:18][CH2:19][C:20]3[CH:21]=[CH:22][CH:23]=[CH:24][C:25]=3[CH:26]2[OH:27])[C:11]=1[C:12]1[CH:17]=[CH:16][CH:15]=[CH:14][CH:13]=1. (7) Given the reactants C[O:2][C:3]([C:5]1([CH:13]=[N:14][O:15][CH2:16][C:17]2[CH:22]=[CH:21][CH:20]=[CH:19][CH:18]=2)[CH2:10][CH2:9][C:8]([CH3:12])([CH3:11])[CH2:7][CH2:6]1)=[O:4].O.[OH-].[Li+].Cl, predict the reaction product. The product is: [CH2:16]([O:15][N:14]=[CH:13][C:5]1([C:3]([OH:4])=[O:2])[CH2:10][CH2:9][C:8]([CH3:12])([CH3:11])[CH2:7][CH2:6]1)[C:17]1[CH:22]=[CH:21][CH:20]=[CH:19][CH:18]=1. (8) Given the reactants O=P(Cl)(Cl)Cl.[Cl:6][C:7]1[CH:12]=[CH:11][C:10]([C:13]2[NH:14][C:15]3[C:20]([CH:21]=2)=[CH:19][CH:18]=[CH:17][CH:16]=3)=[CH:9][CH:8]=1.[OH-].[Na+].CN([CH:27]=[O:28])C, predict the reaction product. The product is: [Cl:6][C:7]1[CH:8]=[CH:9][C:10]([C:13]2[NH:14][C:15]3[C:20]([C:21]=2[CH:27]=[O:28])=[CH:19][CH:18]=[CH:17][CH:16]=3)=[CH:11][CH:12]=1. (9) Given the reactants C(=O)([O-])[O-].[K+].[K+].[NH:7]1[CH:11]=[CH:10][CH:9]=[N:8]1.Cl[CH2:13][C:14]1[CH:27]=[C:26]2[C:17]([O:18][C:19]3[C:20]([C:28]4[NH:33][C:32](=[O:34])[CH:31]=[C:30]([N:35]5[CH2:40][CH2:39][O:38][CH2:37][CH2:36]5)[CH:29]=4)=[CH:21][CH:22]=[CH:23][C:24]=3[CH2:25]2)=[CH:16][CH:15]=1.C(OCC)(=O)C, predict the reaction product. The product is: [N:7]1([CH2:13][C:14]2[CH:27]=[C:26]3[C:17]([O:18][C:19]4[C:20]([C:28]5[NH:33][C:32](=[O:34])[CH:31]=[C:30]([N:35]6[CH2:40][CH2:39][O:38][CH2:37][CH2:36]6)[CH:29]=5)=[CH:21][CH:22]=[CH:23][C:24]=4[CH2:25]3)=[CH:16][CH:15]=2)[CH:11]=[CH:10][CH:9]=[N:8]1.